From a dataset of Catalyst prediction with 721,799 reactions and 888 catalyst types from USPTO. Predict which catalyst facilitates the given reaction. Reactant: [CH:1]([C:3]1[CH:4]=[C:5]([CH:10]=[CH:11][CH:12]=1)[C:6]([O:8][CH3:9])=[O:7])=[O:2].[CH3:13][O:14][C:15]1[CH:16]=[C:17]([CH:20]=[CH:21][CH:22]=1)[CH:18]=O.FC(F)(F)S(O)(=O)=O.[CH2:31]([Si](C)(C)C)[CH:32]=[CH2:33].C([O-])(O)=[O:39].[Na+].[C:43](#[N:45])[CH3:44]. Product: [C:43]([NH:45][C@H:32]1[CH2:33][C@@H:18]([C:17]2[CH:20]=[CH:21][CH:22]=[C:15]([O:14][CH3:13])[CH:16]=2)[O:2][C@@H:1]([C:3]2[CH:4]=[C:5]([CH:10]=[CH:11][CH:12]=2)[C:6]([O:8][CH3:9])=[O:7])[CH2:31]1)(=[O:39])[CH3:44]. The catalyst class is: 344.